This data is from Full USPTO retrosynthesis dataset with 1.9M reactions from patents (1976-2016). The task is: Predict the reactants needed to synthesize the given product. Given the product [CH2:1]([O:8][C:9]1[CH:14]=[CH:13][C:12]([CH2:15][CH2:16][NH:17][C:18](=[O:29])[C:19]([C:22]2[CH:27]=[CH:26][C:25]([Cl:28])=[CH:24][CH:23]=2)=[CH:20][O:21][CH:35]([F:37])[F:36])=[CH:11][C:10]=1[O:30][CH3:31])[C:2]1[CH:3]=[CH:4][CH:5]=[CH:6][CH:7]=1, predict the reactants needed to synthesize it. The reactants are: [CH2:1]([O:8][C:9]1[CH:14]=[CH:13][C:12]([CH2:15][CH2:16][NH:17][C:18](=[O:29])[C:19]([C:22]2[CH:27]=[CH:26][C:25]([Cl:28])=[CH:24][CH:23]=2)=[CH:20][OH:21])=[CH:11][C:10]=1[O:30][CH3:31])[C:2]1[CH:7]=[CH:6][CH:5]=[CH:4][CH:3]=1.[OH-].[K+].Cl[CH:35]([F:37])[F:36].Cl.